Regression. Given a peptide amino acid sequence and an MHC pseudo amino acid sequence, predict their binding affinity value. This is MHC class I binding data. From a dataset of Peptide-MHC class I binding affinity with 185,985 pairs from IEDB/IMGT. (1) The peptide sequence is YTDLTYQSF. The MHC is HLA-A02:01 with pseudo-sequence HLA-A02:01. The binding affinity (normalized) is 0.0847. (2) The peptide sequence is PTDMLKLFT. The MHC is HLA-A02:03 with pseudo-sequence HLA-A02:03. The binding affinity (normalized) is 0.00571. (3) The peptide sequence is KPVGWAMSF. The MHC is HLA-B07:02 with pseudo-sequence HLA-B07:02. The binding affinity (normalized) is 0.770. (4) The peptide sequence is EIDVSEVKTL. The MHC is HLA-A68:02 with pseudo-sequence HLA-A68:02. The binding affinity (normalized) is 0.168. (5) The peptide sequence is LIGFALFGV. The MHC is HLA-A29:02 with pseudo-sequence HLA-A29:02. The binding affinity (normalized) is 0.213. (6) The binding affinity (normalized) is 0. The peptide sequence is EISTNIRQ. The MHC is HLA-A02:03 with pseudo-sequence HLA-A02:03. (7) The peptide sequence is ELINIPYCNY. The MHC is HLA-A01:01 with pseudo-sequence HLA-A01:01. The binding affinity (normalized) is 0.106. (8) The peptide sequence is NLFSKNILK. The MHC is HLA-A11:01 with pseudo-sequence HLA-A11:01. The binding affinity (normalized) is 0.775. (9) The peptide sequence is NYFKKVDGI. The MHC is HLA-A01:01 with pseudo-sequence HLA-A01:01. The binding affinity (normalized) is 0.